The task is: Predict the reactants needed to synthesize the given product.. This data is from Full USPTO retrosynthesis dataset with 1.9M reactions from patents (1976-2016). (1) Given the product [CH3:8][N:10]([C:13]([O:35][N:28]1[N:27]=[N:26][C:34]2[CH:33]=[CH:32][CH:31]=[N:30][C:29]1=2)=[N+:1]([CH3:2])[CH3:39])[CH3:11].[F:15][P-:16]([F:21])([F:20])([F:19])([F:18])[F:17], predict the reactants needed to synthesize it. The reactants are: [NH2:1][C:2]1C=CC=CC=1.[CH2:8]([N:10]([CH2:13]C)[CH2:11]C)C.[F:15][P-:16]([F:21])([F:20])([F:19])([F:18])[F:17].CN(C(N(C)C)=[N+:26]1[C:34]2[C:29](=[N:30][CH:31]=[CH:32][CH:33]=2)[N+:28]([O-:35])=[N:27]1)C.[CH2:39](Cl)Cl. (2) The reactants are: [O:1]1[C:5]2[CH:6]=[CH:7][CH:8]=[CH:9][C:4]=2[N:3]=[C:2]1[CH:10]=CN(C)C.C1C[O:18]CC1.I([O-])(=O)(=O)=O.[Na+]. Given the product [O:1]1[C:5]2[CH:6]=[CH:7][CH:8]=[CH:9][C:4]=2[N:3]=[C:2]1[CH:10]=[O:18], predict the reactants needed to synthesize it. (3) Given the product [CH2:1]([O:3][C:4]([C:6]1[N:7]=[C:8]([Br:23])[N:9]([CH:20]([CH3:22])[CH3:21])[C:10]=1[CH:11]([C:13]1[CH:18]=[CH:17][C:16]([Cl:19])=[CH:15][CH:14]=1)[NH:24][C:25]1[CH:30]=[C:29]([CH3:31])[N:28]=[C:27]([CH3:32])[N:26]=1)=[O:5])[CH3:2], predict the reactants needed to synthesize it. The reactants are: [CH2:1]([O:3][C:4]([C:6]1[N:7]=[C:8]([Br:23])[N:9]([CH:20]([CH3:22])[CH3:21])[C:10]=1[CH:11]([C:13]1[CH:18]=[CH:17][C:16]([Cl:19])=[CH:15][CH:14]=1)O)=[O:5])[CH3:2].[NH2:24][C:25]1[CH:30]=[C:29]([CH3:31])[N:28]=[C:27]([CH3:32])[N:26]=1. (4) Given the product [CH3:1][O:2][CH:3]1[CH2:8][CH2:7][CH:6]([CH2:9][NH2:10])[CH2:5][CH2:4]1, predict the reactants needed to synthesize it. The reactants are: [CH3:1][O:2][C:3]1[CH:8]=[CH:7][C:6]([CH2:9][NH2:10])=[CH:5][CH:4]=1.